From a dataset of Forward reaction prediction with 1.9M reactions from USPTO patents (1976-2016). Predict the product of the given reaction. (1) Given the reactants Cl[C:2]1[C:3]([NH2:9])=[N:4][CH:5]=[N:6][C:7]=1Cl.[NH2:10][C:11]1[CH:12]=[C:13]([OH:17])[CH:14]=[CH:15][CH:16]=1.CC1(C)C(C)(C)OB([C:26]2[CH:27]=[N:28][N:29]([CH2:31][C:32]3[CH:33]=[C:34]([CH:37]=[CH:38][CH:39]=3)[C:35]#[N:36])[CH:30]=2)O1.[C:41](Cl)(=[O:44])[CH:42]=[CH2:43], predict the reaction product. The product is: [NH2:9][C:3]1[N:4]=[CH:5][N:6]=[C:7]([O:17][C:13]2[CH:12]=[C:11]([NH:10][C:41](=[O:44])[CH:42]=[CH2:43])[CH:16]=[CH:15][CH:14]=2)[C:2]=1[C:26]1[CH:27]=[N:28][N:29]([CH2:31][C:32]2[CH:39]=[CH:38][CH:37]=[C:34]([C:35]#[N:36])[CH:33]=2)[CH:30]=1. (2) The product is: [F:1][C:2]1[CH:7]=[CH:6][CH:5]=[CH:4][C:3]=1[C:8]1[CH:9]=[CH:10][C:11]2[N:12]([CH:14]=[C:15]([C:17]3[CH:22]=[C:21]([NH:23][C:39](=[O:40])[C:38]([CH3:43])([CH3:42])[CH3:37])[C:20]([CH3:26])=[N:19][CH:18]=3)[N:16]=2)[N:13]=1. Given the reactants [F:1][C:2]1[CH:7]=[CH:6][CH:5]=[CH:4][C:3]=1[C:8]1[CH:9]=[CH:10][C:11]2[N:12]([CH:14]=[C:15]([C:17]3[CH:18]=[N:19][C:20]([CH3:26])=[C:21]([N+:23]([O-])=O)[CH:22]=3)[N:16]=2)[N:13]=1.CC(O)=O.N1C=CC=CC=1.[CH3:37][C:38]([CH3:43])([CH3:42])[C:39](Cl)=[O:40], predict the reaction product. (3) Given the reactants [CH3:1][O:2][C:3]([CH:5]1[CH2:9][CH:8]([CH2:10][OH:11])[CH2:7][N:6]1[C:12]([O:14][C:15]([CH3:18])([CH3:17])[CH3:16])=[O:13])=[O:4].[C:19](C1C=C(C)C=C(C(C)(C)C)N=1)(C)(C)C.IC, predict the reaction product. The product is: [CH3:1][O:2][C:3]([CH:5]1[CH2:9][CH:8]([CH2:10][O:11][CH3:19])[CH2:7][N:6]1[C:12]([O:14][C:15]([CH3:18])([CH3:17])[CH3:16])=[O:13])=[O:4]. (4) Given the reactants [F:1][C:2]([F:17])([F:16])[C:3]([C:9]1[CH:14]=[CH:13][C:12](I)=[CH:11][CH:10]=1)([OH:8])[C:4]([F:7])([F:6])[F:5].[CH3:18][C:19]1([CH3:35])[C:23]([CH3:25])([CH3:24])[O:22][B:21]([B:21]2[O:22][C:23]([CH3:25])([CH3:24])[C:19]([CH3:35])([CH3:18])[O:20]2)[O:20]1.CC([O-])=O.[K+], predict the reaction product. The product is: [F:1][C:2]([F:17])([F:16])[C:3]([C:9]1[CH:14]=[CH:13][C:12]([B:21]2[O:22][C:23]([CH3:25])([CH3:24])[C:19]([CH3:35])([CH3:18])[O:20]2)=[CH:11][CH:10]=1)([OH:8])[C:4]([F:7])([F:6])[F:5].